This data is from Catalyst prediction with 721,799 reactions and 888 catalyst types from USPTO. The task is: Predict which catalyst facilitates the given reaction. (1) Reactant: C[O-].[Na+].C([O:7][C@@H:8]1[C@H:17]([O:18]CC2C=CC=CC=2)[C@@H:16]([O:26]CC2C=CC=CC=2)[C@H:15]([CH3:34])[O:14][C@H:9]1[O:10]CC=C)(=[O:6])C. Product: [CH3:34][C@@H:15]1[O:14][CH:9]([OH:10])[C@H:8]([OH:7])[C@H:17]([OH:18])[C@H:16]1[OH:26].[OH2:6]. The catalyst class is: 25. (2) Reactant: [O:1]=[C:2]([CH2:8][CH3:9])[CH2:3][C:4]([O:6][CH3:7])=[O:5].[CH3:10][CH:11]([CH2:15][C:16]([CH3:19])([CH3:18])[CH3:17])[CH2:12][CH:13]=O. Product: [CH3:10][CH:11]([CH2:15][C:16]([CH3:19])([CH3:18])[CH3:17])[CH2:12][CH:13]=[C:3]([C:2](=[O:1])[CH2:8][CH3:9])[C:4]([O:6][CH3:7])=[O:5]. The catalyst class is: 495. (3) Reactant: C[Si]([N-][Si](C)(C)C)(C)C.[Li+].[CH3:11][CH:12]([CH3:18])[CH2:13][C:14](=[O:17])[CH2:15][CH3:16].[C:19]([O:26][CH2:27][CH3:28])(=[O:25])[C:20]([O:22]CC)=O.Cl. Product: [OH:22]/[C:20](=[C:15](/[CH3:16])\[C:14](=[O:17])[CH2:13][CH:12]([CH3:18])[CH3:11])/[C:19]([O:26][CH2:27][CH3:28])=[O:25]. The catalyst class is: 280. (4) Reactant: [O:1]1[CH2:6][CH2:5][N:4]([C:7]2[S:8][C:9]([C:16]([O:18]CC)=[O:17])=[C:10]([C:12]([F:15])([F:14])[F:13])[N:11]=2)[CH2:3][CH2:2]1.[OH-].[Na+].O. The catalyst class is: 5. Product: [O:1]1[CH2:6][CH2:5][N:4]([C:7]2[S:8][C:9]([C:16]([OH:18])=[O:17])=[C:10]([C:12]([F:14])([F:13])[F:15])[N:11]=2)[CH2:3][CH2:2]1. (5) Reactant: CO[C:3]1[CH:4]=[C:5]([CH:15]=[CH:16][C:17]=1[NH:18][C:19]1[N:24]=[C:23]([NH:25][C:26]2[C:31]3[C:32](=[O:36])[N:33]([CH3:35])[CH2:34][C:30]=3[CH:29]=[CH:28][N+:27]=2[O-])[C:22]([C:38]([F:41])([F:40])[F:39])=[CH:21][N:20]=1)[CH2:6][P:7](=[O:14])([O:11][CH2:12][CH3:13])[O:8][CH2:9][CH3:10].Cl.O. Product: [CH3:35][N:33]1[CH2:34][C:30]2[CH:29]=[CH:28][N:27]=[C:26]([NH:25][C:23]3[C:22]([C:38]([F:41])([F:39])[F:40])=[CH:21][N:20]=[C:19]([NH:18][C:17]4[CH:16]=[CH:15][C:5]([CH2:6][P:7](=[O:14])([O:8][CH2:9][CH3:10])[O:11][CH2:12][CH3:13])=[CH:4][CH:3]=4)[N:24]=3)[C:31]=2[C:32]1=[O:36]. The catalyst class is: 447. (6) Reactant: [CH:1]1([CH2:8][C:9]([OH:11])=O)[CH2:7][CH2:6][CH2:5][CH2:4][CH2:3][CH2:2]1.CN(C(ON1N=NC2C=CC=CC1=2)=[N+](C)C)C.[B-](F)(F)(F)F.CCN(C(C)C)C(C)C.[Cl-].[Cl-].[NH2+:45]1[CH2:50][CH2:49][CH:48]([C:51]2[O:55][N:54]=[C:53]([C:56]3[CH:65]=[CH:64][C:63]4[C:58](=[CH:59][CH:60]=[CH:61][CH:62]=4)[NH+:57]=3)[N:52]=2)[CH2:47][CH2:46]1. Product: [CH:1]1([CH2:8][C:9]([N:45]2[CH2:50][CH2:49][CH:48]([C:51]3[O:55][N:54]=[C:53]([C:56]4[CH:65]=[CH:64][C:63]5[C:58](=[CH:59][CH:60]=[CH:61][CH:62]=5)[N:57]=4)[N:52]=3)[CH2:47][CH2:46]2)=[O:11])[CH2:2][CH2:3][CH2:4][CH2:5][CH2:6][CH2:7]1. The catalyst class is: 85. (7) Reactant: C([O:3][C:4](=[O:35])[CH2:5][CH2:6][NH:7][C:8]([C:10]1[N:11]=[C:12]([N:22]2[CH2:27][CH2:26][N:25]3[C:28]([C:31]([F:34])([F:33])[F:32])=[N:29][N:30]=[C:24]3[CH2:23]2)[C:13]2[CH:18]=[C:17]([CH2:19][CH2:20][CH3:21])[S:16][C:14]=2[N:15]=1)=[O:9])C.CO.[OH-].[Li+].Cl. Product: [CH2:19]([C:17]1[S:16][C:14]2[N:15]=[C:10]([C:8]([NH:7][CH2:6][CH2:5][C:4]([OH:35])=[O:3])=[O:9])[N:11]=[C:12]([N:22]3[CH2:27][CH2:26][N:25]4[C:28]([C:31]([F:33])([F:32])[F:34])=[N:29][N:30]=[C:24]4[CH2:23]3)[C:13]=2[CH:18]=1)[CH2:20][CH3:21]. The catalyst class is: 30. (8) Reactant: C(N1CCC(CO)(CC2C=CC=CC=2F)CC1)C1C=CC=CC=1.[CH2:24]([N:31]1[CH2:36][CH2:35][C:34]2([C:40]3[CH:41]=[CH:42][C:43]([F:45])=[CH:44][C:39]=3[C:38](=O)[O:37]2)[CH2:33][CH2:32]1)[C:25]1[CH:30]=[CH:29][CH:28]=[CH:27][CH:26]=1. Product: [CH2:24]([N:31]1[CH2:36][CH2:35][C:34]2([C:40]3[CH:41]=[CH:42][C:43]([F:45])=[CH:44][C:39]=3[CH2:38][O:37]2)[CH2:33][CH2:32]1)[C:25]1[CH:30]=[CH:29][CH:28]=[CH:27][CH:26]=1. The catalyst class is: 1.